This data is from Catalyst prediction with 721,799 reactions and 888 catalyst types from USPTO. The task is: Predict which catalyst facilitates the given reaction. Reactant: [C:1]1([O:7][C:8]2[CH:16]=[CH:15][C:11]([C:12](O)=[O:13])=[CH:10][CH:9]=2)[CH:6]=[CH:5][CH:4]=[CH:3][CH:2]=1.B.Cl. Product: [C:1]1([O:7][C:8]2[CH:16]=[CH:15][C:11]([CH2:12][OH:13])=[CH:10][CH:9]=2)[CH:2]=[CH:3][CH:4]=[CH:5][CH:6]=1. The catalyst class is: 7.